This data is from Forward reaction prediction with 1.9M reactions from USPTO patents (1976-2016). The task is: Predict the product of the given reaction. (1) Given the reactants C(OC([N:8]1[CH2:13][CH2:12][CH:11]([OH:14])[CH2:10][CH2:9]1)=O)(C)(C)C.Cl.O[C:17]1[CH:18]=[C:19]([NH:23][C:24](=[O:26])[CH3:25])[CH:20]=[CH:21][CH:22]=1.CCOC(/N=N/C(OCC)=O)=O, predict the reaction product. The product is: [NH:8]1[CH2:9][CH2:10][CH:11]([O:14][C:17]2[CH:18]=[C:19]([NH:23][C:24](=[O:26])[CH3:25])[CH:20]=[CH:21][CH:22]=2)[CH2:12][CH2:13]1. (2) Given the reactants Cl[C:2]1[CH:7]=[CH:6][C:5]([CH2:8][N:9]2[C:13]([CH3:14])=[CH:12][C:11](/[C:15](/[F:27])=[CH:16]/[C:17]3[CH:22]=[CH:21][C:20]([CH2:23][CH:24]([CH3:26])[CH3:25])=[CH:19][CH:18]=3)=[N:10]2)=[CH:4][N:3]=1.[CH3:28][NH2:29], predict the reaction product. The product is: [F:27]/[C:15](/[C:11]1[CH:12]=[C:13]([CH3:14])[N:9]([CH2:8][C:5]2[CH:6]=[CH:7][C:2]([NH:29][CH3:28])=[N:3][CH:4]=2)[N:10]=1)=[CH:16]\[C:17]1[CH:22]=[CH:21][C:20]([CH2:23][CH:24]([CH3:26])[CH3:25])=[CH:19][CH:18]=1. (3) Given the reactants [Cl:1][C:2]1[C:10]([Cl:11])=[C:9]2[C:5]([CH2:6][C:7]([CH:14]3[CH2:18][CH2:17][CH2:16][CH2:15]3)([CH3:13])[C:8]2=[O:12])=[CH:4][C:3]=1[OH:19].Br[CH2:21][C:22]1[CH:27]=[CH:26][C:25]([N:28]2[CH:32]=[CH:31][CH:30]=[N:29]2)=[CH:24][CH:23]=1.C(=O)([O-])[O-].[Cs+].[Cs+], predict the reaction product. The product is: [Cl:1][C:2]1[C:10]([Cl:11])=[C:9]2[C:5]([CH2:6][C:7]([CH:14]3[CH2:18][CH2:17][CH2:16][CH2:15]3)([CH3:13])[C:8]2=[O:12])=[CH:4][C:3]=1[O:19][CH2:21][C:22]1[CH:23]=[CH:24][C:25]([N:28]2[CH:32]=[CH:31][CH:30]=[N:29]2)=[CH:26][CH:27]=1. (4) The product is: [CH3:28][C:11]1[N:10]([CH2:9][CH2:8][CH2:7][CH2:6][CH2:5][S:2][CH3:1])[C:18]2[C:17]([CH3:19])=[C:16]([CH3:20])[N:15]=[C:14]([O:21][C:22]3[CH:27]=[CH:26][CH:25]=[CH:24][CH:23]=3)[C:13]=2[N:12]=1. Given the reactants [CH3:1][S-:2].[Na+].Cl[CH2:5][CH2:6][CH2:7][CH2:8][CH2:9][N:10]1[C:18]2[C:17]([CH3:19])=[C:16]([CH3:20])[N:15]=[C:14]([O:21][C:22]3[CH:27]=[CH:26][CH:25]=[CH:24][CH:23]=3)[C:13]=2[N:12]=[C:11]1[CH3:28], predict the reaction product. (5) Given the reactants [Br:1][C:2]1[CH:3]=[C:4]2[CH:10]=[CH:9][NH:8][C:5]2=[N:6][CH:7]=1.[H-].[Na+].[C:13]1([S:19][S:19][C:13]2[CH:18]=[CH:17][CH:16]=[CH:15][CH:14]=2)[CH:18]=[CH:17][CH:16]=[CH:15][CH:14]=1.O, predict the reaction product. The product is: [Br:1][C:2]1[CH:3]=[C:4]2[C:10]([S:19][C:13]3[CH:18]=[CH:17][CH:16]=[CH:15][CH:14]=3)=[CH:9][NH:8][C:5]2=[N:6][CH:7]=1. (6) Given the reactants C(/C(=C/CC)/C#CC(=O)C)(C)(C)C.CS(OS(C)(=O)=O)(=O)=O.O[C:24]([CH2:35][CH2:36][CH3:37])([C:30]([CH3:34])([CH3:33])[CH2:31][CH3:32])[C:25]#[C:26][C:27](=[O:29])[CH3:28].C(N(CC)CC)C.Cl, predict the reaction product. The product is: [C:30](/[C:24](=[CH:35]/[CH2:36][CH3:37])/[C:25]#[C:26][C:27](=[O:29])[CH3:28])([CH2:31][CH3:32])([CH3:33])[CH3:34]. (7) Given the reactants [Cl:1][C:2]1[CH:3]=[C:4]2[C:10]3([CH2:15][CH2:14][N:13](C(OC(C)(C)C)=O)[CH2:12][CH2:11]3)[CH2:9][N:8]([C:23]([C:25]3[CH:30]=[CH:29][N:28]=[C:27]([Cl:31])[CH:26]=3)=[O:24])[C:5]2=[CH:6][CH:7]=1.Cl.C(=O)(O)[O-].[Na+], predict the reaction product. The product is: [Cl:31][C:27]1[CH:26]=[C:25]([C:23]([N:8]2[C:5]3[C:4](=[CH:3][C:2]([Cl:1])=[CH:7][CH:6]=3)[C:10]3([CH2:11][CH2:12][NH:13][CH2:14][CH2:15]3)[CH2:9]2)=[O:24])[CH:30]=[CH:29][N:28]=1. (8) Given the reactants [CH3:1][CH2:2][C@@H:3]([C:5]([O:7][C@@H:8]1[C@@H:13]2[C@@H:14]([CH2:19][CH2:20][C@@H:21]([OH:29])[CH2:22][C@@H:23]([OH:28])[CH2:24][C:25]([OH:27])=[O:26])[C@@H:15]([CH3:18])[CH:16]=[CH:17][C:12]2=[CH:11][CH2:10][CH2:9]1)=[O:6])[CH3:4].P(=O)(O)(O)[OH:31].[OH-].[Na+].O, predict the reaction product. The product is: [CH3:1][CH2:2][C@@H:3]([C:5]([O:7][C@@H:8]1[C@@H:13]2[C@@H:14]([CH2:19][CH2:20][C@@H:21]([OH:29])[CH2:22][C@@H:23]([OH:28])[CH2:24][C:25]([OH:27])=[O:26])[C@@H:15]([CH3:18])[CH:16]=[CH:17][C:12]2=[CH:11][C@@H:10]([OH:31])[CH2:9]1)=[O:6])[CH3:4].